From a dataset of Peptide-MHC class II binding affinity with 134,281 pairs from IEDB. Regression. Given a peptide amino acid sequence and an MHC pseudo amino acid sequence, predict their binding affinity value. This is MHC class II binding data. (1) The peptide sequence is TKKFDEVVKANGGYL. The MHC is DRB5_0101 with pseudo-sequence DRB5_0101. The binding affinity (normalized) is 0.512. (2) The peptide sequence is KPVSKMRMATPLLMQAL. The MHC is H-2-IAb with pseudo-sequence H-2-IAb. The binding affinity (normalized) is 0.683. (3) The peptide sequence is LGGLWTAVSPHLSPL. The MHC is DRB1_1602 with pseudo-sequence DRB1_1602. The binding affinity (normalized) is 0.415. (4) The peptide sequence is LEAWLTEHGCNRLKR. The MHC is HLA-DQA10102-DQB10501 with pseudo-sequence HLA-DQA10102-DQB10501. The binding affinity (normalized) is 0.555. (5) The peptide sequence is PKQMLVGGVVLLGAMK. The MHC is HLA-DQA10102-DQB10501 with pseudo-sequence HLA-DQA10102-DQB10501. The binding affinity (normalized) is 0.834. (6) The peptide sequence is RLTQSHPILNMIDTK. The MHC is DRB1_0401 with pseudo-sequence DRB1_0401. The binding affinity (normalized) is 0.0852. (7) The peptide sequence is LVGPTPVNIIGRNLLTQIGC. The MHC is HLA-DPA10201-DPB10501 with pseudo-sequence HLA-DPA10201-DPB10501. The binding affinity (normalized) is 0.303.